From a dataset of Forward reaction prediction with 1.9M reactions from USPTO patents (1976-2016). Predict the product of the given reaction. (1) The product is: [CH2:20]([S:19][C:18]1[CH:17]=[C:16]2[C:11]([CH:12]=[CH:13][N:14]([CH2:28][C:29]3[CH:30]=[CH:31][C:32]([O:35][CH3:36])=[CH:33][CH:34]=3)[C:15]2=[O:27])=[CH:10][C:9]=1[O:8][C@@H:5]1[CH2:4][CH2:3][C@H:2]([NH:1][C:44](=[O:46])[CH3:45])[CH2:7][CH2:6]1)[C:21]1[CH:26]=[CH:25][CH:24]=[CH:23][CH:22]=1. Given the reactants [NH2:1][C@@H:2]1[CH2:7][CH2:6][C@H:5]([O:8][C:9]2[CH:10]=[C:11]3[C:16](=[CH:17][C:18]=2[S:19][CH2:20][C:21]2[CH:26]=[CH:25][CH:24]=[CH:23][CH:22]=2)[C:15](=[O:27])[N:14]([CH2:28][C:29]2[CH:34]=[CH:33][C:32]([O:35][CH3:36])=[CH:31][CH:30]=2)[CH:13]=[CH:12]3)[CH2:4][CH2:3]1.C(N(CC)CC)C.[C:44](Cl)(=[O:46])[CH3:45], predict the reaction product. (2) Given the reactants [H-].[Na+].[C:3]([C:5]1[CH:6]=[C:7]([C:15]2[O:19][N:18]=[C:17]([C:20]3[CH:21]=[CH:22][CH:23]=[C:24]4[C:28]=3[NH:27][CH:26]=[C:25]4[CH2:29][CH2:30][C:31]([O:33][C:34]([CH3:37])([CH3:36])[CH3:35])=[O:32])[N:16]=2)[CH:8]=[CH:9][C:10]=1[O:11][CH:12]([CH3:14])[CH3:13])#[N:4].IC.[CH3:40]COC(C)=O, predict the reaction product. The product is: [C:3]([C:5]1[CH:6]=[C:7]([C:15]2[O:19][N:18]=[C:17]([C:20]3[CH:21]=[CH:22][CH:23]=[C:24]4[C:28]=3[N:27]([CH3:40])[CH:26]=[C:25]4[CH2:29][CH2:30][C:31]([O:33][C:34]([CH3:35])([CH3:37])[CH3:36])=[O:32])[N:16]=2)[CH:8]=[CH:9][C:10]=1[O:11][CH:12]([CH3:14])[CH3:13])#[N:4].